Dataset: Forward reaction prediction with 1.9M reactions from USPTO patents (1976-2016). Task: Predict the product of the given reaction. (1) Given the reactants [F:1][C:2]([F:31])([F:30])[C@H:3]1[CH2:8][CH2:7][C@H:6]([NH:9][C:10](=[O:29])[C:11]2[CH:16]=[C:15]([N+:17]([O-])=O)[C:14]([NH:20][CH3:21])=[C:13]([CH3:22])[C:12]=2[N:23]2[CH2:28][CH:27]3[CH:25]([CH2:26]3)[CH2:24]2)[CH2:5][CH2:4]1, predict the reaction product. The product is: [F:30][C:2]([F:1])([F:31])[C@H:3]1[CH2:8][CH2:7][C@H:6]([NH:9][C:10](=[O:29])[C:11]2[CH:16]=[C:15]([NH2:17])[C:14]([NH:20][CH3:21])=[C:13]([CH3:22])[C:12]=2[N:23]2[CH2:24][CH:25]3[CH:27]([CH2:26]3)[CH2:28]2)[CH2:5][CH2:4]1. (2) The product is: [CH3:17][O:16][N:15]([CH3:14])[C:10](=[O:12])[CH2:9][NH:8][C:6](=[O:7])[O:5][C:1]([CH3:2])([CH3:3])[CH3:4]. Given the reactants [C:1]([O:5][C:6]([NH:8][CH2:9][C:10]([OH:12])=O)=[O:7])([CH3:4])([CH3:3])[CH3:2].Cl.[CH3:14][NH:15][O:16][CH3:17].CCN=C=NCCCN(C)C.Cl.C(N(CC)CC)C, predict the reaction product. (3) Given the reactants [P:1]([O:17][CH3:18])([O:15][CH3:16])([O:3][C:4]1[CH:9]=[C:8]([CH:10]([CH3:12])[CH3:11])[CH:7]=[C:6](C=O)[CH:5]=1)=[O:2].NC[C@@H](O)[C@@H](NC(=O)C1C=CC=C(C(N(C)CC2SC=C(C)N=2)=O)C=1)CC1C=CC=CC=1.CC(O)=O.[BH-](OC(C)=O)(OC(C)=O)OC(C)=O.[Na+], predict the reaction product. The product is: [P:1]([O:15][CH3:16])([O:17][CH3:18])([O:3][C:4]1[CH:9]=[C:8]([CH:10]([CH3:12])[CH3:11])[CH:7]=[CH:6][CH:5]=1)=[O:2]. (4) Given the reactants [CH3:1][O:2][C:3]1[CH:13]=[CH:12][CH:11]=[CH:10][C:4]=1[C:5]([O:7][CH2:8][CH3:9])=[O:6].C(OC(=O)C)(=O)C.[N+:21]([O-])([OH:23])=[O:22], predict the reaction product. The product is: [CH3:1][O:2][C:3]1[CH:13]=[CH:12][C:11]([N+:21]([O-:23])=[O:22])=[CH:10][C:4]=1[C:5]([O:7][CH2:8][CH3:9])=[O:6]. (5) Given the reactants [CH2:1]([O:3][C:4](=[O:24])[CH:5]=[CH:6][C:7]1[CH:12]=[CH:11][CH:10]=[C:9]([NH:13][C:14](=[O:23])[C:15]2[CH:20]=[C:19](Br)[CH:18]=[CH:17][C:16]=2[F:22])[CH:8]=1)[CH3:2].[F:25][C:26]1[CH:27]=[C:28](B(O)O)[CH:29]=[CH:30][CH:31]=1, predict the reaction product. The product is: [CH2:1]([O:3][C:4](=[O:24])[CH:5]=[CH:6][C:7]1[CH:12]=[CH:11][CH:10]=[C:9]([NH:13][C:14]([C:15]2[CH:20]=[C:19]([C:30]3[CH:29]=[CH:28][CH:27]=[C:26]([F:25])[CH:31]=3)[CH:18]=[CH:17][C:16]=2[F:22])=[O:23])[CH:8]=1)[CH3:2]. (6) Given the reactants [CH3:1][C:2]1[N:7]([CH2:8][C:9]([F:12])([F:11])[F:10])[C:6](=[O:13])[CH:5]=[CH:4][C:3]=1[C:14]1[CH:19]=[C:18]([F:20])[CH:17]=[C:16]([F:21])[C:15]=1[F:22], predict the reaction product. The product is: [CH3:1][CH:2]1[N:7]([CH2:8][C:9]([F:12])([F:10])[F:11])[C:6](=[O:13])[CH2:5][CH2:4][CH:3]1[C:14]1[CH:19]=[C:18]([F:20])[CH:17]=[C:16]([F:21])[C:15]=1[F:22]. (7) Given the reactants [OH:1][CH:2]1[CH2:5][N:4]([C:6]([N:8]2[CH2:13][CH:12]([C:14]3[CH:19]=[CH:18][C:17]([C:20]([F:23])([F:22])[F:21])=[CH:16][CH:15]=3)[CH2:11][CH:10]([C:24]([OH:26])=O)[CH2:9]2)=[O:7])[CH2:3]1.[F:27][C:28]1[CH:33]=[CH:32][C:31]([F:34])=[CH:30][C:29]=1[C:35](=[N:37]O)[NH2:36], predict the reaction product. The product is: [F:27][C:28]1[CH:33]=[CH:32][C:31]([F:34])=[CH:30][C:29]=1[C:35]1[N:37]=[C:24]([CH:10]2[CH2:11][CH:12]([C:14]3[CH:15]=[CH:16][C:17]([C:20]([F:22])([F:23])[F:21])=[CH:18][CH:19]=3)[CH2:13][N:8]([C:6]([N:4]3[CH2:5][CH:2]([OH:1])[CH2:3]3)=[O:7])[CH2:9]2)[O:26][N:36]=1. (8) Given the reactants [NH2:1][CH:2]1[CH2:5][N:4]([C:6]2[S:7][C:8]3[C:14]([C:15]([O:17][CH2:18][CH3:19])=[O:16])=[CH:13][CH:12]=[CH:11][C:9]=3[N:10]=2)[CH2:3]1.[Cl:20][C:21]1[N:22]=[C:23]([C:28](O)=[O:29])[NH:24][C:25]=1[CH2:26][CH3:27].CCN=C=NCCCN(C)C.Cl.ON1C2C=CC=CC=2N=N1.CN1CCOCC1, predict the reaction product. The product is: [Cl:20][C:21]1[N:22]=[C:23]([C:28]([NH:1][CH:2]2[CH2:5][N:4]([C:6]3[S:7][C:8]4[C:14]([C:15]([O:17][CH2:18][CH3:19])=[O:16])=[CH:13][CH:12]=[CH:11][C:9]=4[N:10]=3)[CH2:3]2)=[O:29])[NH:24][C:25]=1[CH2:26][CH3:27].